The task is: Predict the product of the given reaction.. This data is from Forward reaction prediction with 1.9M reactions from USPTO patents (1976-2016). (1) Given the reactants C(O)(=O)C(O)=O.[NH2:7][C:8]1[C:13]([C:14]2[O:18][N:17]=[C:16]([CH2:19][OH:20])[CH:15]=2)=[CH:12][CH:11]=[CH:10][N:9]=1.[OH-].[Na+], predict the reaction product. The product is: [NH2:7][C:8]1[C:13]([C:14]2[O:18][N:17]=[C:16]([CH2:19][OH:20])[CH:15]=2)=[CH:12][CH:11]=[CH:10][N:9]=1. (2) Given the reactants [O:1]1[C:5]2[CH:6]=[CH:7][CH:8]=[C:9]([CH:10]=O)[C:4]=2[O:3][CH2:2]1.[N+:12]([CH3:15])([O-:14])=[O:13], predict the reaction product. The product is: [N+:12]([CH:15]=[CH:10][C:9]1[C:4]2[O:3][CH2:2][O:1][C:5]=2[CH:6]=[CH:7][CH:8]=1)([O-:14])=[O:13]. (3) Given the reactants [NH2:1][C@@H:2]([CH2:6][CH2:7][O:8][Si:9]([C:22]([CH3:25])([CH3:24])[CH3:23])([C:16]1[CH:21]=[CH:20][CH:19]=[CH:18][CH:17]=1)[C:10]1[CH:15]=[CH:14][CH:13]=[CH:12][CH:11]=1)[C:3]([OH:5])=[O:4].[C:26](ON1C(=O)CCC1=O)([O:28][CH2:29][CH:30]1[C:42]2[C:37](=[CH:38][CH:39]=[CH:40][CH:41]=2)[C:36]2[C:31]1=[CH:32][CH:33]=[CH:34][CH:35]=2)=[O:27].Cl, predict the reaction product. The product is: [Si:9]([O:8][CH2:7][CH2:6][C@H:2]([NH:1][C:26]([O:28][CH2:29][CH:30]1[C:31]2[CH:32]=[CH:33][CH:34]=[CH:35][C:36]=2[C:37]2[C:42]1=[CH:41][CH:40]=[CH:39][CH:38]=2)=[O:27])[C:3]([OH:5])=[O:4])([C:22]([CH3:25])([CH3:24])[CH3:23])([C:16]1[CH:21]=[CH:20][CH:19]=[CH:18][CH:17]=1)[C:10]1[CH:11]=[CH:12][CH:13]=[CH:14][CH:15]=1. (4) Given the reactants [Br:1][C:2]1[CH:3]=[CH:4][C:5]([Cl:16])=[C:6]([CH:15]=1)[CH2:7][C:8]1[CH:13]=[CH:12][C:11]([OH:14])=[CH:10][CH:9]=1.[Si:17](Cl)([C:20]([CH3:23])([CH3:22])[CH3:21])([CH3:19])[CH3:18].C(N(CC)CC)C, predict the reaction product. The product is: [Br:1][C:2]1[CH:3]=[CH:4][C:5]([Cl:16])=[C:6]([CH:15]=1)[CH2:7][C:8]1[CH:13]=[CH:12][C:11]([O:14][Si:17]([C:20]([CH3:23])([CH3:22])[CH3:21])([CH3:19])[CH3:18])=[CH:10][CH:9]=1. (5) Given the reactants [OH:1][C:2]1[CH:3]=[C:4]([CH:7]=[CH:8][C:9]=1[OH:10])[CH:5]=[O:6].Br[CH:12]([CH3:14])[CH3:13].C([O-])([O-])=O.[K+].[K+].C(O[C:24]1[CH:25]=C(C=C[C:31]=1C)C=O)C, predict the reaction product. The product is: [CH:12]([O:1][C:2]1[CH:3]=[C:4]([CH:7]=[CH:8][C:9]=1[O:10][CH:24]([CH3:25])[CH3:31])[CH:5]=[O:6])([CH3:14])[CH3:13].